From a dataset of Full USPTO retrosynthesis dataset with 1.9M reactions from patents (1976-2016). Predict the reactants needed to synthesize the given product. (1) Given the product [NH2:37][C:18]1[C:17]2[N:26]=[C:14]([CH2:12][CH3:13])[N:15]([CH2:27][CH2:28][CH2:29][CH2:30][NH:31][S:32]([CH3:35])(=[O:34])=[O:33])[C:16]=2[C:25]2[CH:24]=[CH:23][CH:22]=[CH:21][C:20]=2[N:19]=1, predict the reactants needed to synthesize it. The reactants are: ClC1C=C(C=CC=1)C(OO)=O.[CH2:12]([C:14]1[N:15]([CH2:27][CH2:28][CH2:29][CH2:30][NH:31][S:32]([CH3:35])(=[O:34])=[O:33])[C:16]2[C:25]3[CH:24]=[CH:23][CH:22]=[CH:21][C:20]=3[N:19]=[CH:18][C:17]=2[N:26]=1)[CH3:13].[OH-].[NH4+:37].C1(C)C=CC(S(Cl)(=O)=O)=CC=1. (2) Given the product [F:2][C:3]([F:15])([F:16])[C:4]1[CH:14]=[CH:13][C:7]([CH2:8][N:9]([CH:10]2[CH2:11][CH2:12]2)[C:25]([C:19]2[C:20]([CH3:24])=[N:21][N:22]([CH3:23])[C:18]=2[F:17])=[O:26])=[CH:6][CH:5]=1, predict the reactants needed to synthesize it. The reactants are: Cl.[F:2][C:3]([F:16])([F:15])[C:4]1[CH:14]=[CH:13][C:7]([CH2:8][NH:9][CH:10]2[CH2:12][CH2:11]2)=[CH:6][CH:5]=1.[F:17][C:18]1[N:22]([CH3:23])[N:21]=[C:20]([CH3:24])[C:19]=1[C:25](Cl)=[O:26]. (3) Given the product [Cl:1][C:2]1[CH:3]=[C:4]([NH:9][C:10]([N:12]2[C@@H:17]([CH3:18])[CH2:16][N:15]3[N:19]=[CH:20][C:21]([N:22]4[C:26](=[O:27])[CH2:25][CH:24]([C:28]([OH:30])=[O:29])[CH2:23]4)=[C:14]3[CH2:13]2)=[O:11])[CH:5]=[CH:6][C:7]=1[F:8], predict the reactants needed to synthesize it. The reactants are: [Cl:1][C:2]1[CH:3]=[C:4]([NH:9][C:10]([N:12]2[C@@H:17]([CH3:18])[CH2:16][N:15]3[N:19]=[CH:20][C:21]([N:22]4[C:26](=[O:27])[CH2:25][CH:24]([C:28]([O:30]C)=[O:29])[CH2:23]4)=[C:14]3[CH2:13]2)=[O:11])[CH:5]=[CH:6][C:7]=1[F:8].O.[OH-].[Li+].Cl. (4) Given the product [CH3:15][C:16]1([CH3:23])[O:20][CH:19]([CH2:21][N:22]2[CH:7]=[CH:6][C:5]3[C:10](=[CH:11][CH:12]=[CH:13][C:4]=3[N+:1]([O-:3])=[O:2])[C:9]2=[O:14])[CH2:18][O:17]1, predict the reactants needed to synthesize it. The reactants are: [N+:1]([C:4]1[CH:13]=[CH:12][CH:11]=[C:10]2[C:5]=1[CH:6]=[CH:7]O[C:9]2=[O:14])([O-:3])=[O:2].[CH3:15][C:16]1([CH3:23])[O:20][CH:19]([CH2:21][NH2:22])[CH2:18][O:17]1.CO. (5) The reactants are: [C:1]([CH2:3][O:4][C:5]1[CH:10]=[CH:9][CH:8]=[CH:7][C:6]=1[C:11]1[C:20]2[C:15](=[CH:16][C:17]([S:21]([N:24](CC3C=CC(OC)=CC=3OC)[C:25]3[S:26][CH:27]=[CH:28][N:29]=3)(=[O:23])=[O:22])=[CH:18][CH:19]=2)[C:14]([F:41])=[CH:13][N:12]=1)#[N:2].C(O)(C(F)(F)F)=O. Given the product [C:1]([CH2:3][O:4][C:5]1[CH:10]=[CH:9][CH:8]=[CH:7][C:6]=1[C:11]1[C:20]2[C:15](=[CH:16][C:17]([S:21]([NH:24][C:25]3[S:26][CH:27]=[CH:28][N:29]=3)(=[O:23])=[O:22])=[CH:18][CH:19]=2)[C:14]([F:41])=[CH:13][N:12]=1)#[N:2], predict the reactants needed to synthesize it. (6) Given the product [CH3:1][O:2][C:3]([C@@H:4]1[CH2:5][C:6]2[CH:7]=[C:8]3[O:13][CH2:12][C@@H:11]([C:14]4[CH:15]=[CH:16][C:17]([O:20][CH2:21][C:22]5[CH:27]=[CH:26][C:25]([Cl:28])=[C:24]([Cl:29])[CH:23]=5)=[CH:18][CH:19]=4)[O:10][C:9]3=[CH:30][C:31]=2[CH2:46][N:32]1[C@H:33]([C:36]1[CH:37]=[CH:38][CH:39]=[CH:40][CH:41]=1)[CH2:34][CH3:35])=[O:42], predict the reactants needed to synthesize it. The reactants are: [CH3:1][O:2][C:3](=[O:42])[C@@H:4]([NH:32][C@H:33]([C:36]1[CH:41]=[CH:40][CH:39]=[CH:38][CH:37]=1)[CH2:34][CH3:35])[CH2:5][C:6]1[CH:31]=[CH:30][C:9]2[O:10][C@H:11]([C:14]3[CH:19]=[CH:18][C:17]([O:20][CH2:21][C:22]4[CH:27]=[CH:26][C:25]([Cl:28])=[C:24]([Cl:29])[CH:23]=4)=[CH:16][CH:15]=3)[CH2:12][O:13][C:8]=2[CH:7]=1.C=O.F[C:46](F)(F)C(O)=O.